This data is from Catalyst prediction with 721,799 reactions and 888 catalyst types from USPTO. The task is: Predict which catalyst facilitates the given reaction. (1) Reactant: CCN(CC)CC.C(S)(S)CC.[Cl:13][C:14]1[CH:15]=[C:16]([CH:36]=[C:37]([F:39])[CH:38]=1)[CH2:17][NH:18][C:19]([C:21]1([N:33]=[N+]=[N-])[CH2:25][CH2:24][N:23]([C:26]2[CH:31]=[CH:30][CH:29]=[CH:28][CH:27]=2)[C:22]1=[O:32])=[O:20]. Product: [Cl:13][C:14]1[CH:15]=[C:16]([CH:36]=[C:37]([F:39])[CH:38]=1)[CH2:17][NH:18][C:19]([C:21]1([NH2:33])[CH2:25][CH2:24][N:23]([C:26]2[CH:31]=[CH:30][CH:29]=[CH:28][CH:27]=2)[C:22]1=[O:32])=[O:20]. The catalyst class is: 5. (2) Reactant: [NH2:1][OH:2].[OH2:3].[CH:4]([C:6]1[CH:11]=[CH:10][C:9]([CH:12]2[CH2:17][N:16]([C:18]([O:20][C:21]([CH3:24])([CH3:23])[CH3:22])=O)[CH2:15][CH2:14][N:13]2[C:25]([O:27][C:28]([CH3:31])([CH3:30])[CH3:29])=[O:26])=[CH:8][CH:7]=1)=O. Product: [OH:2]/[N:1]=[CH:4]/[C:6]1[CH:7]=[CH:8][C:9]([CH:12]2[CH2:17][N:16]([C:18]([O:20][C:21]([CH3:24])([CH3:22])[CH3:23])=[O:3])[CH2:15][CH2:14][N:13]2[C:25]([O:27][C:28]([CH3:31])([CH3:30])[CH3:29])=[O:26])=[CH:10][CH:11]=1. The catalyst class is: 8.